From a dataset of Forward reaction prediction with 1.9M reactions from USPTO patents (1976-2016). Predict the product of the given reaction. The product is: [CH3:1][C:2]1[NH:3][C:4]2[C:9]([C:10]=1[CH3:11])=[CH:8][C:7]([O:12][C:13]1[C:22]3[C:17](=[CH:18][C:19]([O:25][CH2:33][CH:29]4[CH2:30][CH2:31][CH2:32][N:27]([CH3:26])[CH2:28]4)=[C:20]([O:23][CH3:24])[CH:21]=3)[N:16]=[CH:15][N:14]=1)=[CH:6][CH:5]=2. Given the reactants [CH3:1][C:2]1[NH:3][C:4]2[C:9]([C:10]=1[CH3:11])=[CH:8][C:7]([O:12][C:13]1[C:22]3[C:17](=[CH:18][C:19]([OH:25])=[C:20]([O:23][CH3:24])[CH:21]=3)[N:16]=[CH:15][N:14]=1)=[CH:6][CH:5]=2.[CH3:26][N:27]1[CH2:32][CH2:31][CH2:30][CH:29]([CH2:33]O)[CH2:28]1, predict the reaction product.